From a dataset of Forward reaction prediction with 1.9M reactions from USPTO patents (1976-2016). Predict the product of the given reaction. (1) The product is: [F:1][C:2]1[CH:24]=[C:23]([F:25])[CH:22]=[CH:21][C:3]=1[CH2:4][C@@H:5]1[CH2:10][C@H:9]([C:11]2[O:15][NH:14][C:13](=[O:16])[CH:12]=2)[CH2:8][CH2:7][NH:6]1. Given the reactants [F:1][C:2]1[CH:24]=[C:23]([F:25])[CH:22]=[CH:21][C:3]=1[CH2:4][C@@H:5]1[CH2:10][C@H:9]([C:11]2[O:15][NH:14][C:13](=[O:16])[CH:12]=2)[CH2:8][CH2:7][N:6]1C(OC)=O.Br, predict the reaction product. (2) Given the reactants [C:1]([C:4]1[S:8][CH:7]=[N:6][CH:5]=1)(=[O:3])[CH3:2].[C:9](OCC)(=[O:15])[C:10]([O:12][CH2:13][CH3:14])=[O:11].O.C(OCC)C, predict the reaction product. The product is: [CH2:13]([O:12][C:10](=[O:11])[C:9](=[O:15])[CH2:2][C:1]([C:4]1[S:8][CH:7]=[N:6][CH:5]=1)=[O:3])[CH3:14]. (3) Given the reactants [N:1]1[CH:2]=[CH:3][N:4]2[C:9]=1[CH:8]=[C:7]([C:10]1[CH:15]=[CH:14][N:13]=[C:12]([OH:16])[CH:11]=1)[CH:6]=[N:5]2.Cl.Cl[CH2:19][CH2:20][CH2:21][N:22]1[CH2:27][CH2:26][CH2:25][CH2:24][CH2:23]1.[I-].[Na+].C([O-])(O)=O.[Na+], predict the reaction product. The product is: [N:1]1[CH:2]=[CH:3][N:4]2[C:9]=1[CH:8]=[C:7]([C:10]1[CH:15]=[CH:14][N:13]([CH2:19][CH2:20][CH2:21][N:22]3[CH2:27][CH2:26][CH2:25][CH2:24][CH2:23]3)[C:12](=[O:16])[CH:11]=1)[CH:6]=[N:5]2. (4) Given the reactants CC(OC([NH:8][C@H:9]([C:31]([OH:33])=[O:32])[CH2:10][CH2:11][CH2:12][N:13]=[C:14]([NH:23]C(OC(C)(C)C)=O)[NH:15]C(OC(C)(C)C)=O)=O)(C)C.CCN=C=NCCCN(C)C, predict the reaction product. The product is: [NH2:8][C@H:9]([C:31]([OH:33])=[O:32])[CH2:10][CH2:11][CH2:12][NH:13][C:14](=[NH:15])[NH2:23].